From a dataset of Reaction yield outcomes from USPTO patents with 853,638 reactions. Predict the reaction yield, written as a fraction of the theoretical maximum amount of product (1.0 means a 100% yield; for example, 0.34 means a 34% yield). (1) The reactants are C(O)=O.C(O)=O.[CH:7]1([C:13]2[CH:18]=[C:17]([N:19]3[CH2:24][CH2:23][N:22]([CH:25]4[CH2:27][CH2:26]4)[CH2:21][CH2:20]3)[N:16]=[C:15]([NH:28]CC3C=CC(OC)=CC=3)[N:14]=2)[CH2:12][CH2:11][CH2:10][CH2:9][CH2:8]1.FC(F)(F)C(O)=O.C1(C2C=C(N3CCC(NC)C3)N=C(N)N=2)CCCC1. The catalyst is C(Cl)Cl. The product is [CH:7]1([C:13]2[CH:18]=[C:17]([N:19]3[CH2:20][CH2:21][N:22]([CH:25]4[CH2:26][CH2:27]4)[CH2:23][CH2:24]3)[N:16]=[C:15]([NH2:28])[N:14]=2)[CH2:8][CH2:9][CH2:10][CH2:11][CH2:12]1. The yield is 0.530. (2) The reactants are [C:1]([C:3]1[CH:4]=[C:5]([NH:14][C:15]([O:17][CH2:18][CH2:19][C:20]2[CH:25]=[CH:24][C:23](B(O)O)=[CH:22][C:21]=2[CH3:29])=[O:16])[CH:6]=[CH:7][C:8]=1[S:9]([CH2:12][CH3:13])(=[O:11])=[O:10])#[N:2].[NH2:30][C:31]1[CH:32]=[C:33]2[C:38](=[CH:39][CH:40]=1)[C:37]([N:41]([C:49]([O:51][C:52]([CH3:55])([CH3:54])[CH3:53])=[O:50])[C:42]([O:44][C:45]([CH3:48])([CH3:47])[CH3:46])=[O:43])=[N:36][CH:35]=[CH:34]2.O.[C:57]([OH:61])(=[O:60])[CH:58]=O. No catalyst specified. The product is [C:52]([O:51][C:49]([N:41]([C:42]([O:44][C:45]([CH3:46])([CH3:47])[CH3:48])=[O:43])[C:37]1[C:38]2[C:33](=[CH:32][C:31]([NH:30][CH:58]([C:23]3[CH:24]=[CH:25][C:20]([CH2:19][CH2:18][O:17][C:15](=[O:16])[NH:14][C:5]4[CH:6]=[CH:7][C:8]([S:9]([CH2:12][CH3:13])(=[O:11])=[O:10])=[C:3]([C:1]#[N:2])[CH:4]=4)=[C:21]([CH3:29])[CH:22]=3)[C:57]([OH:61])=[O:60])=[CH:40][CH:39]=2)[CH:34]=[CH:35][N:36]=1)=[O:50])([CH3:55])([CH3:54])[CH3:53]. The yield is 0.440. (3) The reactants are Br[C:2]1[CH:3]=[CH:4][C:5]([N+:8]([O-:10])=[O:9])=[N:6][CH:7]=1.[CH2:11]([C@@H:13]1[NH:18][CH2:17][CH2:16][N:15]([C:19]([O:21][C:22]([CH3:25])([CH3:24])[CH3:23])=[O:20])[CH2:14]1)[CH3:12].CC1(C)C2C(=C(P(C3C=CC=CC=3)C3C=CC=CC=3)C=CC=2)OC2C(P(C3C=CC=CC=3)C3C=CC=CC=3)=CC=CC1=2.C(=O)([O-])[O-].[Cs+].[Cs+]. The catalyst is C1C=CC(/C=C/C(/C=C/C2C=CC=CC=2)=O)=CC=1.C1C=CC(/C=C/C(/C=C/C2C=CC=CC=2)=O)=CC=1.C1C=CC(/C=C/C(/C=C/C2C=CC=CC=2)=O)=CC=1.[Pd].[Pd].O1CCOCC1. The product is [CH2:11]([C@@H:13]1[N:18]([C:2]2[CH:7]=[N:6][C:5]([N+:8]([O-:10])=[O:9])=[CH:4][CH:3]=2)[CH2:17][CH2:16][N:15]([C:19]([O:21][C:22]([CH3:23])([CH3:25])[CH3:24])=[O:20])[CH2:14]1)[CH3:12]. The yield is 0.220. (4) The reactants are [CH2:1]([C@H:3]1[C@@H:7]([CH2:8][OH:9])[CH2:6][C:5](=[O:10])[CH2:4]1)[CH3:2].N1C=CN=C1.[C:16]([Si:20](Cl)([CH3:22])[CH3:21])([CH3:19])([CH3:18])[CH3:17].CCCCCCC. The catalyst is CN(C=O)C. The product is [Si:20]([O:9][CH2:8][C@@H:7]1[C@H:3]([CH2:1][CH3:2])[CH2:4][C:5](=[O:10])[CH2:6]1)([C:16]([CH3:19])([CH3:18])[CH3:17])([CH3:22])[CH3:21]. The yield is 0.750. (5) The reactants are [CH3:1][C@:2]1(O)[CH2:6][C@@H:5](O)[CH:4]=[CH:3]1.[C:9]([O:12][C:13](=O)[CH3:14])(=[O:11])[CH3:10]. The catalyst is C1COCC1.CN(C1C=CN=CC=1)C. The product is [C:9]([O:12][CH2:13][CH3:14])(=[O:11])[CH3:10].[CH3:1][CH2:2][CH2:3][CH2:4][CH2:5][CH3:6]. The yield is 0.588. (6) The reactants are C([O:3][C:4]([C:6]1[C:7]([C:12]2[CH:17]=[CH:16][C:15]([F:18])=[CH:14][CH:13]=2)=[N:8][O:9][C:10]=1[CH3:11])=O)C.C(OC(C1C(C2C=CC=C(F)C=2)=NOC=1C)=O)C. No catalyst specified. The product is [F:18][C:15]1[CH:14]=[CH:13][C:12]([C:7]2[C:6]([CH2:4][OH:3])=[C:10]([CH3:11])[O:9][N:8]=2)=[CH:17][CH:16]=1. The yield is 0.710. (7) The reactants are [Mg].II.Br[C:5]1[CH:10]=[CH:9][CH:8]=[CH:7][C:6]=1[CH3:11].[Cl:12][C:13]([F:18])([F:17])[C:14](O)=[O:15].[Cl-].[NH4+]. The catalyst is C(OCC)C. The product is [Cl:12][C:13]([F:18])([F:17])[C:14]([C:5]1[CH:10]=[CH:9][CH:8]=[CH:7][C:6]=1[CH3:11])=[O:15]. The yield is 0.310.